From a dataset of Forward reaction prediction with 1.9M reactions from USPTO patents (1976-2016). Predict the product of the given reaction. (1) Given the reactants [CH3:1][O:2][C:3](=[O:19])[CH2:4][N:5]1[C:10]2[CH:11]=[CH:12][CH:13]=[CH:14][C:9]=2[O:8][CH:7]([CH:15]([CH3:17])[CH3:16])[C:6]1=O.COC1C=CC(P2(SP(C3C=CC(OC)=CC=3)(=S)S2)=[S:29])=CC=1.C(=O)([O-])O.[Na+], predict the reaction product. The product is: [CH3:1][O:2][C:3](=[O:19])[CH2:4][N:5]1[C:10]2[CH:11]=[CH:12][CH:13]=[CH:14][C:9]=2[O:8][CH:7]([CH:15]([CH3:17])[CH3:16])[C:6]1=[S:29]. (2) Given the reactants C(=O)([O-])O[CH2:3][CH:4]=[CH:5][C:6]1[CH:11]=[CH:10][CH:9]=[CH:8][CH:7]=1.[C:14]1([NH2:24])[C:23]2[C:18](=[CH:19][CH:20]=[CH:21][CH:22]=2)[CH:17]=[CH:16][CH:15]=1, predict the reaction product. The product is: [C:4]([CH:5]([C:6]1[CH:11]=[CH:10][CH:9]=[CH:8][CH:7]=1)[NH:24][C:14]1[C:23]2[C:18](=[CH:19][CH:20]=[CH:21][CH:22]=2)[CH:17]=[CH:16][CH:15]=1)#[CH:3]. (3) The product is: [CH2:19]1[C:20]2[C:21](=[CH:34][CH:33]=[C:32]([NH:31][C:27]3[N:26]=[C:25]([C:24]4[C:16]([C:12]5[CH:11]=[C:10]([NH:9][C:7](=[O:8])[CH2:6][C:2]6[S:1][CH:5]=[CH:4][CH:3]=6)[CH:15]=[CH:14][CH:13]=5)=[N:17][N:18]5[CH:23]=[CH:22][CH:21]=[CH:20][C:19]=45)[CH:30]=[CH:29][N:28]=3)[CH:41]=2)[CH2:22][CH2:23][NH:18]1. Given the reactants [S:1]1[CH:5]=[CH:4][CH:3]=[C:2]1[CH2:6][C:7]([NH:9][C:10]1[CH:15]=[CH:14][CH:13]=[C:12]([C:16]2[C:24]([C:25]3[CH:30]=[CH:29][N:28]=[C:27]([NH:31][C:32]4[CH:41]=C5C(CCCN5C(=O)C(F)(F)F)=[CH:34][CH:33]=4)[N:26]=3)=[C:19]3[CH:20]=[CH:21][CH:22]=[CH:23][N:18]3[N:17]=2)[CH:11]=1)=[O:8].[Li+].[OH-], predict the reaction product. (4) Given the reactants [CH3:1][C:2]1[C:3]([CH:9]([CH:11]2[CH2:13][CH2:12]2)[OH:10])=[N:4][CH:5]=[CH:6][C:7]=1[Cl:8], predict the reaction product. The product is: [CH3:1][C:2]1[C:3]([C:9]([CH:11]2[CH2:13][CH2:12]2)=[O:10])=[N:4][CH:5]=[CH:6][C:7]=1[Cl:8]. (5) The product is: [CH3:2][C:3]1[C:8]([O:9][C:10]2[C:11]([NH:23][C:24]3[S:28][N:27]=[C:26]([C@H:29]([OH:32])[CH2:30][OH:31])[N:25]=3)=[N:12][CH:13]=[C:14]([S:16][C:17]3[CH:22]=[CH:21][CH:20]=[CH:19][N:18]=3)[CH:15]=2)=[CH:7][CH:6]=[CH:5][N:4]=1. Given the reactants Cl.[CH3:2][C:3]1[C:8]([O:9][C:10]2[C:11]([NH:23][C:24]3[S:28][N:27]=[C:26]([C@H:29]([OH:32])[CH2:30][OH:31])[N:25]=3)=[N:12][CH:13]=[C:14]([S:16][C:17]3[CH:22]=[CH:21][CH:20]=[CH:19][N:18]=3)[CH:15]=2)=[CH:7][CH:6]=[CH:5][N:4]=1.Cl.OP([O-])([O-])=O.[K+].[K+], predict the reaction product. (6) Given the reactants [ClH:1].Cl.Br[CH:4]([CH:13]1[CH2:18][CH2:17][CH2:16][CH2:15][CH2:14]1)[C:5]([C:7]1[CH:12]=[CH:11][CH:10]=[CH:9][N:8]=1)=O.[N:19]1[CH:24]=[CH:23][CH:22]=[N:21][C:20]=1[NH:25][C:26]([NH2:28])=[S:27], predict the reaction product. The product is: [ClH:1].[ClH:1].[CH:13]1([C:4]2[S:27][C:26]([NH:25][C:20]3[N:21]=[CH:22][CH:23]=[CH:24][N:19]=3)=[N:28][C:5]=2[C:7]2[CH:12]=[CH:11][CH:10]=[CH:9][N:8]=2)[CH2:18][CH2:17][CH2:16][CH2:15][CH2:14]1.